Dataset: Reaction yield outcomes from USPTO patents with 853,638 reactions. Task: Predict the reaction yield, written as a fraction of the theoretical maximum amount of product (1.0 means a 100% yield; for example, 0.34 means a 34% yield). (1) The reactants are [O:1]1[C:5]2[CH:6]=[CH:7][C:8]([C:10]3[CH:11]=[C:12]([S:16]([NH:19][C:20]4[CH:28]=[CH:27][C:23]([C:24]([OH:26])=[O:25])=[C:22]([OH:29])[CH:21]=4)(=[O:18])=[O:17])[CH:13]=[CH:14][CH:15]=3)=[CH:9][C:4]=2[CH2:3][CH2:2]1.[CH3:30][O:31][CH:32](O)[CH3:33]. No catalyst specified. The product is [O:1]1[C:5]2[CH:6]=[CH:7][C:8]([C:10]3[CH:11]=[C:12]([S:16]([NH:19][C:20]4[CH:28]=[CH:27][C:23]([C:24]([O:26][CH2:33][CH2:32][O:31][CH3:30])=[O:25])=[C:22]([OH:29])[CH:21]=4)(=[O:17])=[O:18])[CH:13]=[CH:14][CH:15]=3)=[CH:9][C:4]=2[CH2:3][CH2:2]1. The yield is 0.410. (2) The reactants are [C:1]([O:5][C:6]([N:8]1[CH2:13][CH2:12][CH:11]([NH:14][C:15]2[N:20]=[CH:19][C:18]([OH:21])=[CH:17][N:16]=2)[CH2:10][CH2:9]1)=[O:7])([CH3:4])([CH3:3])[CH3:2].C(N(C(C)C)C(C)C)C.[CH3:31][S:32](Cl)(=[O:34])=[O:33]. The catalyst is ClCCl. The product is [C:1]([O:5][C:6]([N:8]1[CH2:9][CH2:10][CH:11]([NH:14][C:15]2[N:20]=[CH:19][C:18]([O:21][S:32]([CH3:31])(=[O:34])=[O:33])=[CH:17][N:16]=2)[CH2:12][CH2:13]1)=[O:7])([CH3:4])([CH3:2])[CH3:3]. The yield is 0.930. (3) The reactants are [CH3:1][C:2]1[CH:7]=[CH:6][C:5]([S:8]([O:11][CH2:12][CH:13]2[CH2:17][C:16]3[CH:18]=[C:19]([F:23])[CH:20]=[C:21](Br)[C:15]=3[O:14]2)(=[O:10])=[O:9])=[CH:4][CH:3]=1.[CH3:24][C:25]1[CH:30]=[CH:29][CH:28]=[CH:27][C:26]=1B(O)O.C(=O)([O-])[O-].[K+].[K+]. The catalyst is CC1C=CC=CC=1[P](C1C=CC=CC=1C)([Pd](Cl)(Cl)[P](C1=C(C)C=CC=C1)(C1C=CC=CC=1C)C1C=CC=CC=1C)C1C=CC=CC=1C. The product is [CH3:1][C:2]1[CH:7]=[CH:6][C:5]([S:8]([O:11][CH2:12][CH:13]2[CH2:17][C:16]3[CH:18]=[C:19]([F:23])[CH:20]=[C:21]([C:26]4[CH:27]=[CH:28][CH:29]=[CH:30][C:25]=4[CH3:24])[C:15]=3[O:14]2)(=[O:10])=[O:9])=[CH:4][CH:3]=1. The yield is 0.770. (4) The reactants are [CH3:1][O:2][C:3](=[O:15])[C:4](=[N+]=[N-])[C:5]1[CH:10]=[CH:9][C:8]([Cl:11])=[C:7]([Cl:12])[CH:6]=1.ClCCl.[O:19]1[CH2:24][CH2:23][CH:22]([OH:25])[CH2:21][CH2:20]1. The catalyst is CC(O)=O.CC(O)=O.CC(O)=O.CC(O)=O.[Rh].[Rh].O. The product is [CH3:1][O:2][C:3](=[O:15])[CH:4]([C:5]1[CH:10]=[CH:9][C:8]([Cl:11])=[C:7]([Cl:12])[CH:6]=1)[O:25][CH:22]1[CH2:23][CH2:24][O:19][CH2:20][CH2:21]1. The yield is 0.750.